The task is: Predict which catalyst facilitates the given reaction.. This data is from Catalyst prediction with 721,799 reactions and 888 catalyst types from USPTO. (1) Reactant: CC1C=CC(S(O[CH2:12][C:13]23[CH2:20][CH2:19][C:16]([C:21]4[CH:26]=[C:25]([O:27][CH:28]5[CH2:33][CH2:32][CH2:31][CH2:30][O:29]5)[CH:24]=[C:23]([F:34])[CH:22]=4)([CH2:17][CH2:18]2)[O:15][CH2:14]3)(=O)=O)=CC=1.[I-:35].[Na+]. Product: [F:34][C:23]1[CH:22]=[C:21]([C:16]23[CH2:17][CH2:18][C:13]([CH2:12][I:35])([CH2:20][CH2:19]2)[CH2:14][O:15]3)[CH:26]=[C:25]([O:27][CH:28]2[CH2:33][CH2:32][CH2:31][CH2:30][O:29]2)[CH:24]=1. The catalyst class is: 21. (2) The catalyst class is: 13. Product: [ClH:55].[NH2:8][CH2:9][C:10]([O:12][C:13]1([CH2:16][CH2:17][CH2:18][O:19][C:20]2[CH:29]=[C:28]3[C:23]([C:24]([O:30][C:31]4[CH:36]=[CH:35][C:34]([NH:37][C:38]([C:40]5[C:44](=[O:45])[N:43]([C:46]6[CH:51]=[CH:50][CH:49]=[CH:48][CH:47]=6)[N:42]([CH3:52])[C:41]=5[CH3:53])=[O:39])=[CH:33][C:32]=4[F:54])=[CH:25][CH:26]=[N:27]3)=[CH:22][CH:21]=2)[CH2:14][CH2:15]1)=[O:11]. Reactant: C(OC([NH:8][CH2:9][C:10]([O:12][C:13]1([CH2:16][CH2:17][CH2:18][O:19][C:20]2[CH:29]=[C:28]3[C:23]([C:24]([O:30][C:31]4[CH:36]=[CH:35][C:34]([NH:37][C:38]([C:40]5[C:44](=[O:45])[N:43]([C:46]6[CH:51]=[CH:50][CH:49]=[CH:48][CH:47]=6)[N:42]([CH3:52])[C:41]=5[CH3:53])=[O:39])=[CH:33][C:32]=4[F:54])=[CH:25][CH:26]=[N:27]3)=[CH:22][CH:21]=2)[CH2:15][CH2:14]1)=[O:11])=O)(C)(C)C.[ClH:55].CCOC(C)=O. (3) Reactant: [CH:1]1[C:6]2[CH2:7][CH2:8][CH2:9][CH2:10][CH:11]([CH2:12][CH:13]=[CH:14][C:15]([O:17][CH2:18][CH3:19])=[O:16])[C:5]=2[CH:4]=[CH:3][CH:2]=1. Product: [CH:1]1[C:6]2[CH2:7][CH2:8][CH2:9][CH2:10][CH:11]([CH2:12][CH2:13][CH2:14][C:15]([O:17][CH2:18][CH3:19])=[O:16])[C:5]=2[CH:4]=[CH:3][CH:2]=1. The catalyst class is: 78. (4) Reactant: [BH4-].[Na+].O.[CH2:4]([O:6][CH:7]([O:21][CH2:22][CH3:23])[CH2:8]/[N:9]=[CH:10]/[C:11]1[CH:16]=[CH:15][CH:14]=[C:13]([O:17][CH2:18][CH3:19])[C:12]=1[OH:20])[CH3:5]. Product: [CH2:4]([O:6][CH:7]([O:21][CH2:22][CH3:23])[CH2:8][NH:9][CH2:10][C:11]1[CH:16]=[CH:15][CH:14]=[C:13]([O:17][CH2:18][CH3:19])[C:12]=1[OH:20])[CH3:5]. The catalyst class is: 8. (5) Reactant: [N:1]1[CH:6]=[CH:5][CH:4]=[C:3]([C:7]([C:9]2[CH:10]=[N:11][CH:12]=[CH:13][CH:14]=2)=[O:8])[CH:2]=1.CO.[BH4-].[Na+]. Product: [N:1]1[CH:6]=[CH:5][CH:4]=[C:3]([CH:7]([C:9]2[CH:10]=[N:11][CH:12]=[CH:13][CH:14]=2)[OH:8])[CH:2]=1. The catalyst class is: 2. (6) Reactant: [N+:1]([C:4]1[CH:14]=[CH:13][C:7]2[CH2:8][CH2:9][NH:10][CH2:11][CH2:12][C:6]=2[CH:5]=1)([O-:3])=[O:2].CCN(C(C)C)C(C)C.[C:24](O[C:24]([C:26]([F:29])([F:28])[F:27])=[O:25])([C:26]([F:29])([F:28])[F:27])=[O:25]. Product: [F:27][C:26]([F:29])([F:28])[C:24]([N:10]1[CH2:11][CH2:12][C:6]2[CH:5]=[C:4]([N+:1]([O-:3])=[O:2])[CH:14]=[CH:13][C:7]=2[CH2:8][CH2:9]1)=[O:25]. The catalyst class is: 2.